This data is from Full USPTO retrosynthesis dataset with 1.9M reactions from patents (1976-2016). The task is: Predict the reactants needed to synthesize the given product. (1) Given the product [CH2:23]([O:30][C:31](=[O:41])[N:32]([CH2:34][C:35]([C:13]1[CH:14]=[CH:15][C:10]([C@@H:8]([NH:7][C:6]([O:5][C:1]([CH3:4])([CH3:3])[CH3:2])=[O:17])[CH3:9])=[CH:11][CH:12]=1)=[O:36])[CH3:33])[C:24]1[CH:29]=[CH:28][CH:27]=[CH:26][CH:25]=1, predict the reactants needed to synthesize it. The reactants are: [C:1]([O:5][C:6](=[O:17])[NH:7][C@H:8]([C:10]1[CH:15]=[CH:14][C:13](Br)=[CH:12][CH:11]=1)[CH3:9])([CH3:4])([CH3:3])[CH3:2].C([Li])CCC.[CH2:23]([O:30][C:31](=[O:41])[N:32]([CH2:34][C:35](N(OC)C)=[O:36])[CH3:33])[C:24]1[CH:29]=[CH:28][CH:27]=[CH:26][CH:25]=1.C(=O)([O-])O.[Na+]. (2) Given the product [CH2:22]([O:21][CH:14]([O:18][CH2:19][CH3:20])[C:2]1[CH:3]=[C:4]([CH:7]=[CH:8][CH:9]=1)[CH:5]=[O:6])[CH3:23], predict the reactants needed to synthesize it. The reactants are: C(=O)[C:2]1[CH:9]=[CH:8][CH:7]=[C:4]([CH:5]=[O:6])[CH:3]=1.C(O)C.[CH:14]([O:21][CH2:22][CH3:23])([O:18][CH2:19][CH3:20])OCC. (3) Given the product [CH3:36][C:37]1[C:38]([N+:49]([O-:51])=[O:50])=[CH:39][C:40]([N+:46]([O-:48])=[O:47])=[C:41]([CH:45]=1)[C:42]([O:44][CH2:10][CH3:11])=[O:43], predict the reactants needed to synthesize it. The reactants are: [N+]([O-])(O)=O.OS(O)(=O)=O.[CH3:10][C:11]1C=C(C=CC=1)C(O)=O.CC1C([N+]([O-])=O)=C(C([N+]([O-])=O)=CC=1)C(O)=O.[CH3:36][C:37]1[C:38]([N+:49]([O-:51])=[O:50])=[CH:39][C:40]([N+:46]([O-:48])=[O:47])=[C:41]([CH:45]=1)[C:42]([OH:44])=[O:43].O=S(Cl)Cl. (4) Given the product [CH3:1][O:2][C:3]1[CH:4]=[CH:5][C:6]([CH:9]([OH:10])[C:12]([F:14])([F:13])[F:11])=[CH:7][N:8]=1, predict the reactants needed to synthesize it. The reactants are: [CH3:1][O:2][C:3]1[N:8]=[CH:7][C:6]([CH:9]=[O:10])=[CH:5][CH:4]=1.[F:11][C:12]([Si](C)(C)C)([F:14])[F:13].[F-].C([N+](CCCC)(CCCC)CCCC)CCC. (5) The reactants are: [O:1]1[C:5]2[CH:6]=[CH:7][CH:8]=[CH:9][C:4]=2[CH:3]=[C:2]1[C:10]1[N:14]2[N:15]=[C:16](Cl)[CH:17]=[CH:18][C:13]2=[N:12][CH:11]=1.[NH2:20][CH2:21][CH:22]([OH:30])[CH2:23][N:24]1[CH2:28][CH2:27][CH2:26][C:25]1=[O:29]. Given the product [O:1]1[C:5]2[CH:6]=[CH:7][CH:8]=[CH:9][C:4]=2[CH:3]=[C:2]1[C:10]1[N:14]2[N:15]=[C:16]([NH:20][CH2:21][CH:22]([OH:30])[CH2:23][N:24]3[CH2:28][CH2:27][CH2:26][C:25]3=[O:29])[CH:17]=[CH:18][C:13]2=[N:12][CH:11]=1, predict the reactants needed to synthesize it. (6) Given the product [CH3:13][NH:14][CH2:11][C:8]1[CH:9]=[C:10]2[C:5]([CH:4]=[CH:3][N:2]2[CH3:1])=[CH:6][CH:7]=1, predict the reactants needed to synthesize it. The reactants are: [CH3:1][N:2]1[C:10]2[C:5](=[CH:6][CH:7]=[C:8]([CH:11]=O)[CH:9]=2)[CH:4]=[CH:3]1.[CH3:13][NH2:14].[BH4-].[Na+].O. (7) Given the product [Cl:15][C:6]1[N:5]=[CH:4][N:3]=[C:2]([NH2:1])[C:7]=1[C:8]1[O:10][N:11]=[C:12]([CH3:13])[N:14]=1, predict the reactants needed to synthesize it. The reactants are: [NH2:1][C:2]1[C:7]([C:8]([O:10]/[N:11]=[C:12](/[NH2:14])\[CH3:13])=O)=[C:6]([Cl:15])[N:5]=[CH:4][N:3]=1.[N+](CCCC)(CCCC)(CCCC)CCCC.[F-].